Predict which catalyst facilitates the given reaction. From a dataset of Catalyst prediction with 721,799 reactions and 888 catalyst types from USPTO. (1) Reactant: [Br:1][C:2]1[CH:7]=[C:6]([CH2:8][CH3:9])[CH:5]=[CH:4][C:3]=1[OH:10].Cl[CH2:12][O:13][CH3:14].CCN(C(C)C)C(C)C. Product: [Br:1][C:2]1[CH:7]=[C:6]([CH2:8][CH3:9])[CH:5]=[CH:4][C:3]=1[O:10][CH2:12][O:13][CH3:14]. The catalyst class is: 4. (2) Reactant: [H-].[Na+].[Cl:3][CH2:4][CH2:5][CH2:6][CH:7](P(OCC)(OCC)=O)[C:8]([O:10][C:11]([CH3:14])([CH3:13])[CH3:12])=[O:9].[F:23][C:24]1[CH:31]=[C:30]([N:32]2[CH:36]=[C:35]([CH3:37])[N:34]=[CH:33]2)[C:29]([O:38][CH3:39])=[CH:28][C:25]=1[CH:26]=O.O. Product: [Cl:3][CH2:4][CH2:5][CH2:6]/[C:7](=[CH:26]\[C:25]1[CH:28]=[C:29]([O:38][CH3:39])[C:30]([N:32]2[CH:36]=[C:35]([CH3:37])[N:34]=[CH:33]2)=[CH:31][C:24]=1[F:23])/[C:8]([O:10][C:11]([CH3:12])([CH3:13])[CH3:14])=[O:9]. The catalyst class is: 56. (3) Reactant: [Cl:1][C:2]1[CH:3]=[C:4]([C@H:8]2[CH2:13][CH2:12][C:11](=[O:14])[N:10]([C@@H:15]([CH2:21][CH3:22])[C:16]([O:18][CH2:19][CH3:20])=[O:17])[C@@H:9]2[C:23]2[CH:28]=[CH:27][C:26]([Cl:29])=[CH:25][CH:24]=2)[CH:5]=[CH:6][CH:7]=1.[CH2:30](Br)[CH:31]=[CH2:32].C[Si]([N-][Si](C)(C)C)(C)C.[Li+]. Product: [CH2:32]([C@H:12]1[CH2:13][C@H:8]([C:4]2[CH:5]=[CH:6][CH:7]=[C:2]([Cl:1])[CH:3]=2)[C@@H:9]([C:23]2[CH:24]=[CH:25][C:26]([Cl:29])=[CH:27][CH:28]=2)[N:10]([C@@H:15]([CH2:21][CH3:22])[C:16]([O:18][CH2:19][CH3:20])=[O:17])[C:11]1=[O:14])[CH:31]=[CH2:30]. The catalyst class is: 1. (4) Reactant: [C:1]([O:5][C:6]([N:8]1[CH2:13][CH2:12][CH:11](O)[CH2:10][CH2:9]1)=[O:7])([CH3:4])([CH3:3])[CH3:2].CCN(S(F)(F)[F:21])CC. Product: [C:1]([O:5][C:6]([N:8]1[CH2:13][CH2:12][CH:11]([F:21])[CH2:10][CH2:9]1)=[O:7])([CH3:4])([CH3:3])[CH3:2]. The catalyst class is: 2.